Dataset: NCI-60 drug combinations with 297,098 pairs across 59 cell lines. Task: Regression. Given two drug SMILES strings and cell line genomic features, predict the synergy score measuring deviation from expected non-interaction effect. (1) Drug 1: CNC(=O)C1=CC=CC=C1SC2=CC3=C(C=C2)C(=NN3)C=CC4=CC=CC=N4. Drug 2: C1=CC=C(C(=C1)C(C2=CC=C(C=C2)Cl)C(Cl)Cl)Cl. Cell line: SF-539. Synergy scores: CSS=13.0, Synergy_ZIP=-2.09, Synergy_Bliss=-0.642, Synergy_Loewe=-6.19, Synergy_HSA=0.700. (2) Drug 1: B(C(CC(C)C)NC(=O)C(CC1=CC=CC=C1)NC(=O)C2=NC=CN=C2)(O)O. Drug 2: N.N.Cl[Pt+2]Cl. Cell line: PC-3. Synergy scores: CSS=62.6, Synergy_ZIP=-5.54, Synergy_Bliss=0.979, Synergy_Loewe=0.288, Synergy_HSA=0.998. (3) Drug 1: C1=CC=C(C=C1)NC(=O)CCCCCCC(=O)NO. Drug 2: CNC(=O)C1=NC=CC(=C1)OC2=CC=C(C=C2)NC(=O)NC3=CC(=C(C=C3)Cl)C(F)(F)F. Cell line: MCF7. Synergy scores: CSS=15.2, Synergy_ZIP=-6.52, Synergy_Bliss=-7.79, Synergy_Loewe=-51.6, Synergy_HSA=-9.00. (4) Drug 1: CCCS(=O)(=O)NC1=C(C(=C(C=C1)F)C(=O)C2=CNC3=C2C=C(C=N3)C4=CC=C(C=C4)Cl)F. Drug 2: CC12CCC3C(C1CCC2=O)CC(=C)C4=CC(=O)C=CC34C. Cell line: NCIH23. Synergy scores: CSS=16.8, Synergy_ZIP=2.17, Synergy_Bliss=0.852, Synergy_Loewe=-24.5, Synergy_HSA=-1.89. (5) Drug 1: C1=C(C(=O)NC(=O)N1)F. Drug 2: CN(C(=O)NC(C=O)C(C(C(CO)O)O)O)N=O. Cell line: HCT116. Synergy scores: CSS=29.0, Synergy_ZIP=-1.98, Synergy_Bliss=-8.13, Synergy_Loewe=-27.1, Synergy_HSA=-6.92. (6) Drug 1: CNC(=O)C1=CC=CC=C1SC2=CC3=C(C=C2)C(=NN3)C=CC4=CC=CC=N4. Drug 2: CC1=C2C(C(=O)C3(C(CC4C(C3C(C(C2(C)C)(CC1OC(=O)C(C(C5=CC=CC=C5)NC(=O)OC(C)(C)C)O)O)OC(=O)C6=CC=CC=C6)(CO4)OC(=O)C)O)C)O. Cell line: MOLT-4. Synergy scores: CSS=82.4, Synergy_ZIP=21.4, Synergy_Bliss=20.2, Synergy_Loewe=7.06, Synergy_HSA=23.0.